Dataset: Reaction yield outcomes from USPTO patents with 853,638 reactions. Task: Predict the reaction yield, written as a fraction of the theoretical maximum amount of product (1.0 means a 100% yield; for example, 0.34 means a 34% yield). (1) The reactants are [CH3:1][O:2][C:3](=[O:34])[CH:4]([C:9]1[CH:10]=[C:11]([C:23]2[CH:28]=[C:27]([F:29])[CH:26]=[C:25]([C:30]([F:33])([F:32])[F:31])[CH:24]=2)[CH:12]=[C:13](OS(C(F)(F)F)(=O)=O)[CH:14]=1)[CH2:5][CH:6]([CH3:8])[CH3:7].[F:35][C:36]([F:49])([F:48])[C:37]1[CH:43]=[CH:42][C:41]([C:44]([F:47])([F:46])[F:45])=[CH:40][C:38]=1[NH2:39]. No catalyst specified. The product is [CH3:1][O:2][C:3](=[O:34])[CH:4]([C:9]1[CH:10]=[C:11]([C:23]2[CH:28]=[C:27]([F:29])[CH:26]=[C:25]([C:30]([F:32])([F:33])[F:31])[CH:24]=2)[CH:12]=[C:13]([NH:39][C:38]2[CH:40]=[C:41]([C:44]([F:45])([F:46])[F:47])[CH:42]=[CH:43][C:37]=2[C:36]([F:35])([F:48])[F:49])[CH:14]=1)[CH2:5][CH:6]([CH3:7])[CH3:8]. The yield is 1.00. (2) The reactants are [C:1]([O:5][C:6]([NH:8][CH2:9][CH:10]1[CH2:15][CH2:14][N:13]([CH2:16][C:17]2([C:23]([O-:25])=[O:24])[CH2:22][CH2:21][O:20][CH2:19][CH2:18]2)[CH2:12][CH2:11]1)=[O:7])([CH3:4])([CH3:3])[CH3:2].Cl. The catalyst is CO.[OH-].[Na+]. The product is [C:1]([O:5][C:6]([NH:8][CH2:9][CH:10]1[CH2:11][CH2:12][N:13]([CH2:16][C:17]2([C:23]([OH:25])=[O:24])[CH2:18][CH2:19][O:20][CH2:21][CH2:22]2)[CH2:14][CH2:15]1)=[O:7])([CH3:4])([CH3:2])[CH3:3]. The yield is 0.650. (3) The reactants are [C:1]([O:4][C:5]([CH3:11])([CH:8]1[CH2:10][CH2:9]1)[C:6]#[N:7])(=[O:3])[CH3:2].[OH-].[Na+]. The catalyst is [Cl-].[Na+]. The product is [C:1]([O:4][C@:5]([CH3:11])([CH:8]1[CH2:10][CH2:9]1)[C:6]#[N:7])(=[O:3])[CH3:2]. The yield is 0.150.